Task: Predict the reactants needed to synthesize the given product.. Dataset: Full USPTO retrosynthesis dataset with 1.9M reactions from patents (1976-2016) (1) Given the product [CH2:1]([O:3][C:4]([C:6]1[CH:7]=[C:8]2[C:13](=[CH:14][CH:15]=1)[N:12]=[CH:11][C:10]([C:16]#[N:17])=[C:9]2[CH2:19][CH2:20][CH2:21][CH2:22][CH2:23][CH3:24])=[O:5])[CH3:2], predict the reactants needed to synthesize it. The reactants are: [CH2:1]([O:3][C:4]([C:6]1[CH:7]=[C:8]2[C:13](=[CH:14][CH:15]=1)[N:12]=[CH:11][C:10]([C:16]#[N:17])=[C:9]2Cl)=[O:5])[CH3:2].[CH2:19](B(O)O)[CH2:20][CH2:21][CH2:22][CH2:23][CH3:24].C(=O)([O-])[O-].[Na+].[Na+]. (2) Given the product [Br:7][C:8]1[CH:9]=[CH:10][C:11]([S:14]([CH2:15][CH2:16][CH3:17])(=[O:1])=[O:18])=[CH:12][CH:13]=1, predict the reactants needed to synthesize it. The reactants are: [OH:1]OS([O-])=O.[K+].[Br:7][C:8]1[CH:13]=[CH:12][C:11]([S:14][CH2:15][CH2:16][CH3:17])=[CH:10][CH:9]=1.[OH2:18].